This data is from TCR-epitope binding with 47,182 pairs between 192 epitopes and 23,139 TCRs. The task is: Binary Classification. Given a T-cell receptor sequence (or CDR3 region) and an epitope sequence, predict whether binding occurs between them. (1) The epitope is GTSGSPIINR. Result: 1 (the TCR binds to the epitope). The TCR CDR3 sequence is CASSLYTGSYNEQFF. (2) The TCR CDR3 sequence is CASSPMASGGDEQFF. The epitope is DRFYKTLRAEQASQEV. Result: 0 (the TCR does not bind to the epitope). (3) The epitope is VLAWLYAAV. The TCR CDR3 sequence is CASSSGPTRPQETQYF. Result: 0 (the TCR does not bind to the epitope).